Dataset: Reaction yield outcomes from USPTO patents with 853,638 reactions. Task: Predict the reaction yield, written as a fraction of the theoretical maximum amount of product (1.0 means a 100% yield; for example, 0.34 means a 34% yield). (1) The reactants are [OH:1][CH2:2][C:3]1[CH:4]=[C:5]([CH:9]([NH:11][C:12](=[O:18])[O:13][C:14]([CH3:17])([CH3:16])[CH3:15])[CH3:10])[CH:6]=[CH:7][CH:8]=1. The catalyst is C(Cl)Cl.O=[Mn]=O. The product is [CH:2]([C:3]1[CH:4]=[C:5]([CH:9]([NH:11][C:12](=[O:18])[O:13][C:14]([CH3:17])([CH3:16])[CH3:15])[CH3:10])[CH:6]=[CH:7][CH:8]=1)=[O:1]. The yield is 0.820. (2) The reactants are C[O:2][C:3](=O)[CH:4]([NH:8][C:9](=[O:24])[C:10]1[CH:15]=[CH:14][C:13]([C:16]#[C:17][C:18]2[CH:23]=[CH:22][CH:21]=[CH:20][CH:19]=2)=[CH:12][CH:11]=1)[CH:5]([OH:7])[CH3:6].Cl.[NH2:27][OH:28].C[O-].[Na+].Cl. The catalyst is CO.C(Cl)Cl.CCOC(C)=O. The product is [OH:7][CH:5]([CH3:6])[CH:4]([NH:8][C:9](=[O:24])[C:10]1[CH:15]=[CH:14][C:13]([C:16]#[C:17][C:18]2[CH:23]=[CH:22][CH:21]=[CH:20][CH:19]=2)=[CH:12][CH:11]=1)[C:3](=[O:2])[NH:27][OH:28]. The yield is 0.550. (3) The reactants are [NH:1]1[C:9]2[C:4](=[CH:5][CH:6]=[CH:7][CH:8]=2)[CH2:3][C:2]1=[O:10].[CH2:11]([Li])[CH2:12][CH2:13][CH3:14].ICCCCI.O. The catalyst is C1COCC1. The product is [NH:1]1[C:9]2[C:4](=[CH:5][CH:6]=[CH:7][CH:8]=2)[C:3]2([CH2:14][CH2:13][CH2:12][CH2:11]2)[C:2]1=[O:10]. The yield is 0.500. (4) The reactants are CS(Cl)(=O)=O.[Cl:6][C:7]1[C:8]([C:13]2[N:17]([CH2:18][C:19]([F:22])([F:21])[F:20])[N:16]=[CH:15][C:14]=2[C:23]([OH:25])=O)=[N:9][CH:10]=[CH:11][CH:12]=1.C(N(CC)CC)C.[NH2:33][C:34]1[C:42]([CH3:43])=[CH:41][C:40]([Cl:44])=[CH:39][C:35]=1[C:36](O)=[O:37].C([O-])([O-])=O.[K+].[K+]. The catalyst is C(#N)C. The product is [Cl:44][C:40]1[CH:41]=[C:42]([CH3:43])[C:34]2[N:33]=[C:23]([C:14]3[CH:15]=[N:16][N:17]([CH2:18][C:19]([F:20])([F:21])[F:22])[C:13]=3[C:8]3[C:7]([Cl:6])=[CH:12][CH:11]=[CH:10][N:9]=3)[O:25][C:36](=[O:37])[C:35]=2[CH:39]=1. The yield is 0.270. (5) The yield is 1.00. The catalyst is C(Cl)Cl. The product is [C:11]([O:10][C:8]([N:5]1[CH2:4][CH2:3][CH:2]([O:1][S:23]([CH3:22])(=[O:25])=[O:24])[CH2:7][CH2:6]1)=[O:9])([CH3:14])([CH3:13])[CH3:12]. The reactants are [OH:1][CH:2]1[CH2:7][CH2:6][N:5]([C:8]([O:10][C:11]([CH3:14])([CH3:13])[CH3:12])=[O:9])[CH2:4][CH2:3]1.C(N(CC)CC)C.[CH3:22][S:23](Cl)(=[O:25])=[O:24]. (6) The reactants are [CH3:1][O:2][C:3]([C:5]12[CH2:14][CH:9]3[CH2:10][CH:11]([CH2:13][CH:7]([CH:8]3[NH:15][C:16](=[O:28])[C:17]([NH:20]C(OC(C)(C)C)=O)([CH3:19])[CH3:18])[CH2:6]1)[CH2:12]2)=[O:4].O1CCOCC1.[ClH:35]. The catalyst is C(OCC)(=O)C. The product is [ClH:35].[CH3:1][O:2][C:3]([C:5]12[CH2:14][CH:9]3[CH2:10][CH:11]([CH2:13][CH:7]([CH:8]3[NH:15][C:16](=[O:28])[C:17]([NH2:20])([CH3:19])[CH3:18])[CH2:6]1)[CH2:12]2)=[O:4]. The yield is 0.870.